From a dataset of Reaction yield outcomes from USPTO patents with 853,638 reactions. Predict the reaction yield, written as a fraction of the theoretical maximum amount of product (1.0 means a 100% yield; for example, 0.34 means a 34% yield). (1) The reactants are [NH2:1][C:2]1[CH:17]=[C:16]([F:18])[CH:15]=[CH:14][C:3]=1[C:4]([NH:6][C:7]1[CH:12]=[CH:11][CH:10]=[CH:9][C:8]=1[Cl:13])=[O:5].[Cl:19][CH2:20][C:21](Cl)=O. The catalyst is C(O)(=O)C. The product is [Cl:19][CH2:20][C:21]1[N:6]([C:7]2[CH:12]=[CH:11][CH:10]=[CH:9][C:8]=2[Cl:13])[C:4](=[O:5])[C:3]2[C:2](=[CH:17][C:16]([F:18])=[CH:15][CH:14]=2)[N:1]=1. The yield is 0.820. (2) The reactants are [Br:1][C:2]1[CH:3]=[C:4]([N:8]=[C:9]=[S:10])[CH:5]=[CH:6][CH:7]=1.[N+:11]([C:14]1[CH:15]=[C:16]([CH:21]=[CH:22][CH:23]=1)[C:17]([NH:19][NH2:20])=[O:18])([O-:13])=[O:12]. The catalyst is C1(C)C=CC=CC=1. The product is [Br:1][C:2]1[CH:3]=[C:4]([NH:8][C:9]([NH:20][NH:19][C:17](=[O:18])[C:16]2[CH:21]=[CH:22][CH:23]=[C:14]([N+:11]([O-:13])=[O:12])[CH:15]=2)=[S:10])[CH:5]=[CH:6][CH:7]=1. The yield is 0.980. (3) The reactants are [CH:1]1[C:10]2[C:5](=[CH:6][C:7]([C:11]3[S:15][C:14]([NH:16][C@@H:17]([CH2:30][C:31]4[CH:36]=[CH:35][CH:34]=[CH:33][CH:32]=4)[CH2:18][N:19]4C(=O)C5C=CC=CC=5C4=O)=[N:13][N:12]=3)=[CH:8][CH:9]=2)[CH:4]=[CH:3][N:2]=1.O=C1C2C=CC=CC=2C(=O)N1C[C@@H](NC(NNC(C1C=C2C(=CC=1)C=NC=C2)=O)=S)CC1C=CC=CC=1.CS(O)(=O)=O. No catalyst specified. The product is [NH2:19][CH2:18][C@@H:17]([NH:16][C:14]1[S:15][C:11]([C:7]2[CH:6]=[C:5]3[C:10](=[CH:9][CH:8]=2)[CH:1]=[N:2][CH:3]=[CH:4]3)=[N:12][N:13]=1)[CH2:30][C:31]1[CH:32]=[CH:33][CH:34]=[CH:35][CH:36]=1. The yield is 0.960. (4) The reactants are [Cl:1][C:2]1[CH:9]=[CH:8][C:5]([CH:6]=O)=[CH:4][CH:3]=1.[CH2:10]([NH2:13])[CH:11]=[CH2:12].[BH4-].[Na+]. The yield is 0.860. The catalyst is CO. The product is [Cl:1][C:2]1[CH:9]=[CH:8][C:5]([CH2:6][NH:13][CH2:10][CH:11]=[CH2:12])=[CH:4][CH:3]=1. (5) The reactants are [CH2:1]1[O:9][C:8]2[CH:7]=[CH:6][C:5]([NH:10][C:11]3[CH:19]=[CH:18][CH:17]=[C:13]([C:14]([OH:16])=O)[C:12]=3[C:20]([OH:22])=O)=[CH:4][C:3]=2[O:2]1.Cl.[NH2:24][CH:25]1[CH2:31][CH2:30][C:29](=[O:32])[NH:28][C:26]1=[O:27]. The catalyst is N1C=CC=CC=1. The product is [O:27]=[C:26]1[CH:25]([N:24]2[C:20](=[O:22])[C:12]3[C:13](=[CH:17][CH:18]=[CH:19][C:11]=3[NH:10][C:5]3[CH:6]=[CH:7][C:8]4[O:9][CH2:1][O:2][C:3]=4[CH:4]=3)[C:14]2=[O:16])[CH2:31][CH2:30][C:29](=[O:32])[NH:28]1. The yield is 0.800. (6) The reactants are [OH:1][C:2]1[CH:7]=[CH:6][C:5]([NH:8][C:9](=[O:11])[CH3:10])=[CH:4][C:3]=1[C:12]1[N:13]([CH3:17])[N:14]=[CH:15][CH:16]=1.C(=O)([O-])[O-].[Cs+].[Cs+].[CH3:24][O:25][CH2:26][CH2:27]Br. The catalyst is CN(C=O)C. The product is [CH3:24][O:25][CH2:26][CH2:27][O:1][C:2]1[CH:7]=[CH:6][C:5]([NH:8][C:9](=[O:11])[CH3:10])=[CH:4][C:3]=1[C:12]1[N:13]([CH3:17])[N:14]=[CH:15][CH:16]=1. The yield is 0.850. (7) The reactants are [F:1][C:2]1[CH:7]=[CH:6][C:5]([F:8])=[CH:4][CH:3]=1.C([Li])CCC.CN([CH:17]=[O:18])C. The catalyst is C1COCC1. The product is [F:1][C:2]1[CH:7]=[CH:6][C:5]([F:8])=[CH:4][C:3]=1[CH:17]=[O:18]. The yield is 0.600. (8) The reactants are [Br:1][C:2]1[S:6][C:5]([C:7]2(O)[CH2:12][CH2:11][O:10][CH2:9][CH2:8]2)=[CH:4][C:3]=1[CH3:14].C([BH3-])#N.[Na+]. The catalyst is [Zn+2].[I-].[I-].ClCCCl. The product is [Br:1][C:2]1[S:6][C:5]([CH:7]2[CH2:12][CH2:11][O:10][CH2:9][CH2:8]2)=[CH:4][C:3]=1[CH3:14]. The yield is 0.710.